This data is from Catalyst prediction with 721,799 reactions and 888 catalyst types from USPTO. The task is: Predict which catalyst facilitates the given reaction. Reactant: [OH:1][C:2]1[CH:7]=[CH:6][C:5]([N:8]2[C:12]3=[N:13][CH:14]=[C:15]([C:17]([OH:19])=[O:18])[CH:16]=[C:11]3[N:10]=[CH:9]2)=[CH:4][CH:3]=1.[F:20][C:21]([F:32])([F:31])[O:22][C:23]1[CH:30]=[CH:29][C:26]([CH2:27]Br)=[CH:25][CH:24]=1.[H-].[Na+].O. Product: [F:20][C:21]([F:31])([F:32])[O:22][C:23]1[CH:30]=[CH:29][C:26]([CH2:27][O:1][C:2]2[CH:7]=[CH:6][C:5]([N:8]3[C:12]4=[N:13][CH:14]=[C:15]([C:17]([OH:19])=[O:18])[CH:16]=[C:11]4[N:10]=[CH:9]3)=[CH:4][CH:3]=2)=[CH:25][CH:24]=1. The catalyst class is: 639.